This data is from Reaction yield outcomes from USPTO patents with 853,638 reactions. The task is: Predict the reaction yield, written as a fraction of the theoretical maximum amount of product (1.0 means a 100% yield; for example, 0.34 means a 34% yield). (1) The reactants are [OH:1][CH2:2][CH2:3][CH2:4][NH:5][C:6](=[O:15])[O:7][CH2:8][C:9]1[CH:14]=[CH:13][CH:12]=[CH:11][CH:10]=1.[C:16]1([CH3:26])[CH:21]=[CH:20][C:19]([S:22](Cl)(=[O:24])=[O:23])=[CH:18][CH:17]=1. The yield is 0.820. The product is [CH3:26][C:16]1[CH:21]=[CH:20][C:19]([S:22]([O:1][CH2:2][CH2:3][CH2:4][NH:5][C:6]([O:7][CH2:8][C:9]2[CH:14]=[CH:13][CH:12]=[CH:11][CH:10]=2)=[O:15])(=[O:24])=[O:23])=[CH:18][CH:17]=1. The catalyst is N1C=CC=CC=1. (2) The reactants are [Si]([O:8][CH2:9][CH2:10][C:11]1[CH:12]=[CH:13][CH:14]=[C:15]2[C:19]=1[NH:18][CH:17]=[C:16]2[C:20](=[O:28])[CH2:21][C:22]1[CH:27]=[CH:26][CH:25]=[CH:24][CH:23]=1)(C(C)(C)C)(C)C.Cl.O1CCOCC1. The catalyst is ClCCl. The product is [OH:8][CH2:9][CH2:10][C:11]1[CH:12]=[CH:13][CH:14]=[C:15]2[C:19]=1[NH:18][CH:17]=[C:16]2[C:20](=[O:28])[CH2:21][C:22]1[CH:27]=[CH:26][CH:25]=[CH:24][CH:23]=1. The yield is 0.810. (3) The reactants are Cl[C:2]1[N:11]=[C:10]([NH:12][CH2:13][CH:14]([C:21]2[CH:26]=[CH:25][CH:24]=[CH:23][CH:22]=2)[C:15]2[CH:20]=[CH:19][CH:18]=[CH:17][CH:16]=2)[C:9]2[C:4](=[CH:5][CH:6]=[CH:7][CH:8]=2)[N:3]=1.[NH:27]1[CH:31]=[CH:30][CH:29]=[N:28]1.C1(C(C2C=CC=CC=2)CNC2C3C(=CC=CC=3)N=C(N3C=CN=C3)N=2)C=CC=CC=1. The catalyst is C1CCCCC1.CCOC(C)=O. The product is [C:15]1([CH:14]([C:21]2[CH:26]=[CH:25][CH:24]=[CH:23][CH:22]=2)[CH2:13][NH:12][C:10]2[C:9]3[C:4](=[CH:5][CH:6]=[CH:7][CH:8]=3)[N:3]=[C:2]([N:27]3[CH:31]=[CH:30][CH:29]=[N:28]3)[N:11]=2)[CH:20]=[CH:19][CH:18]=[CH:17][CH:16]=1. The yield is 0.370. (4) The reactants are [CH2:1]([O:8][C:9]1[CH:10]=[C:11]([CH3:17])[C:12](Br)=[C:13]([CH3:15])[CH:14]=1)[C:2]1[CH:7]=[CH:6][CH:5]=[CH:4][CH:3]=1.CCCCCC.C([Li])CCC.[B:29](OC(C)C)([O:34]C(C)C)[O:30]C(C)C.Cl. The catalyst is O1CCCC1. The product is [CH2:1]([O:8][C:9]1[CH:10]=[C:11]([CH3:17])[C:12]([B:29]([OH:34])[OH:30])=[C:13]([CH3:15])[CH:14]=1)[C:2]1[CH:7]=[CH:6][CH:5]=[CH:4][CH:3]=1. The yield is 0.600. (5) The reactants are C([O:3][C:4](=[O:32])[C@@H:5]([O:29][CH2:30][CH3:31])[CH2:6][C:7]1[CH:12]=[CH:11][C:10]([O:13][CH2:14][CH2:15][C:16]2[CH:21]=[CH:20][C:19]([S:22][C:23]3[CH:28]=[CH:27][CH:26]=[CH:25][CH:24]=3)=[CH:18][CH:17]=2)=[CH:9][CH:8]=1)C.[OH-].[Li+].Cl. The catalyst is O1CCCC1.O. The product is [CH2:30]([O:29][C@@H:5]([CH2:6][C:7]1[CH:12]=[CH:11][C:10]([O:13][CH2:14][CH2:15][C:16]2[CH:17]=[CH:18][C:19]([S:22][C:23]3[CH:28]=[CH:27][CH:26]=[CH:25][CH:24]=3)=[CH:20][CH:21]=2)=[CH:9][CH:8]=1)[C:4]([OH:32])=[O:3])[CH3:31]. The yield is 0.780. (6) The reactants are [NH:1]1[C:5]2=[N:6][CH:7]=[CH:8][CH:9]=[C:4]2[C:3]([C:10]2[CH:11]=[C:12]([CH:24]=[CH:25][CH:26]=2)[CH2:13][NH:14][C:15]2[N:23]=[CH:22][CH:21]=[CH:20][C:16]=2[C:17]([OH:19])=O)=[CH:2]1.CCN(C(C)C)C(C)C.[F:36][C:37]1[CH:38]=[C:39]([CH:42]=[CH:43][C:44]=1[F:45])[CH2:40][NH2:41].CN(C(ON1N=NC2C=CC=NC1=2)=[N+](C)C)C.F[P-](F)(F)(F)(F)F. The catalyst is CN(C=O)C. The product is [NH:1]1[C:5]2=[N:6][CH:7]=[CH:8][CH:9]=[C:4]2[C:3]([C:10]2[CH:11]=[C:12]([CH:24]=[CH:25][CH:26]=2)[CH2:13][NH:14][C:15]2[N:23]=[CH:22][CH:21]=[CH:20][C:16]=2[C:17]([NH:41][CH2:40][C:39]2[CH:42]=[CH:43][C:44]([F:45])=[C:37]([F:36])[CH:38]=2)=[O:19])=[CH:2]1. The yield is 0.220. (7) The reactants are [F:1][C:2]1[CH:3]=[C:4]([C:8]2[CH:9]=[C:10]([CH:15]=[C:16]([O:18][CH3:19])[CH:17]=2)[C:11]([O:13]C)=[O:12])[CH:5]=[CH:6][CH:7]=1.[OH-].[K+]. The catalyst is CO.C1COCC1. The product is [F:1][C:2]1[CH:3]=[C:4]([C:8]2[CH:9]=[C:10]([CH:15]=[C:16]([O:18][CH3:19])[CH:17]=2)[C:11]([OH:13])=[O:12])[CH:5]=[CH:6][CH:7]=1. The yield is 0.880. (8) The reactants are [C:1]([C:4]1[C:5](=[O:27])[O:6][C:7]2[C:12]([CH:13]=1)=[CH:11][CH:10]=[C:9]([N:14]1[CH2:19][CH2:18][N:17]([C:20]([O:22][C:23]([CH3:26])([CH3:25])[CH3:24])=[O:21])[CH2:16][CH2:15]1)[CH:8]=2)(=[O:3])[CH3:2].CO[CH:30](OC)[N:31]([CH3:33])[CH3:32]. The catalyst is O1CCOCC1. The product is [CH3:30][N:31]([CH3:33])/[CH:32]=[CH:2]/[C:1]([C:4]1[C:5](=[O:27])[O:6][C:7]2[C:12]([CH:13]=1)=[CH:11][CH:10]=[C:9]([N:14]1[CH2:15][CH2:16][N:17]([C:20]([O:22][C:23]([CH3:26])([CH3:25])[CH3:24])=[O:21])[CH2:18][CH2:19]1)[CH:8]=2)=[O:3]. The yield is 0.920. (9) The reactants are [CH3:1][S:2](Cl)(=[O:4])=[O:3].[NH2:6][C:7]1[C:26]([C:27]2[CH:28]=[C:29]([CH:35]=[CH:36][CH:37]=2)[C:30]([O:32][CH2:33][CH3:34])=[O:31])=[CH:25][C:10]2[C:11]([C:21](=[O:24])[NH:22][CH3:23])=[C:12]([C:14]3[CH:19]=[CH:18][C:17]([F:20])=[CH:16][CH:15]=3)[O:13][C:9]=2[CH:8]=1. The catalyst is N1C=CC=CC=1. The product is [F:20][C:17]1[CH:18]=[CH:19][C:14]([C:12]2[O:13][C:9]3[CH:8]=[C:7]([NH:6][S:2]([CH3:1])(=[O:4])=[O:3])[C:26]([C:27]4[CH:28]=[C:29]([CH:35]=[CH:36][CH:37]=4)[C:30]([O:32][CH2:33][CH3:34])=[O:31])=[CH:25][C:10]=3[C:11]=2[C:21](=[O:24])[NH:22][CH3:23])=[CH:15][CH:16]=1. The yield is 0.610.